Task: Predict the reactants needed to synthesize the given product.. Dataset: Full USPTO retrosynthesis dataset with 1.9M reactions from patents (1976-2016) (1) Given the product [Cl:8][C:3]1[C:2]([N:14]2[CH2:15][CH2:16][CH:11]([O:10][CH3:9])[CH2:12][CH2:13]2)=[CH:7][CH:6]=[CH:5][N:4]=1, predict the reactants needed to synthesize it. The reactants are: Br[C:2]1[C:3]([Cl:8])=[N:4][CH:5]=[CH:6][CH:7]=1.[CH3:9][O:10][CH:11]1[CH2:16][CH2:15][NH:14][CH2:13][CH2:12]1.CC1(C)C2C=CC=C(P(C3C=CC=CC=3)C3C=CC=CC=3)C=2OC2C1=CC=CC=2P(C1C=CC=CC=1)C1C=CC=CC=1.CC(C)([O-])C.[Na+]. (2) Given the product [F:3][C:4]1[CH:5]=[CH:6][C:7](/[CH:12]=[CH:13]/[C:14]2[CH:15]=[CH:16][C:17]([O:20][CH3:21])=[CH:18][CH:19]=2)=[C:8]([CH2:9][OH:10])[CH:11]=1, predict the reactants needed to synthesize it. The reactants are: [BH4-].[Na+].[F:3][C:4]1[CH:5]=[CH:6][C:7](/[CH:12]=[CH:13]/[C:14]2[CH:19]=[CH:18][C:17]([O:20][CH3:21])=[CH:16][CH:15]=2)=[C:8]([CH:11]=1)[CH:9]=[O:10].